Dataset: NCI-60 drug combinations with 297,098 pairs across 59 cell lines. Task: Regression. Given two drug SMILES strings and cell line genomic features, predict the synergy score measuring deviation from expected non-interaction effect. (1) Drug 1: CC12CCC(CC1=CCC3C2CCC4(C3CC=C4C5=CN=CC=C5)C)O. Drug 2: CC1C(C(CC(O1)OC2CC(CC3=C2C(=C4C(=C3O)C(=O)C5=C(C4=O)C(=CC=C5)OC)O)(C(=O)CO)O)N)O.Cl. Cell line: SF-268. Synergy scores: CSS=42.8, Synergy_ZIP=-0.615, Synergy_Bliss=-0.781, Synergy_Loewe=-23.9, Synergy_HSA=-1.14. (2) Drug 1: C1=CC=C(C(=C1)C(C2=CC=C(C=C2)Cl)C(Cl)Cl)Cl. Drug 2: COC1=NC(=NC2=C1N=CN2C3C(C(C(O3)CO)O)O)N. Cell line: KM12. Synergy scores: CSS=1.13, Synergy_ZIP=0.0830, Synergy_Bliss=0.0631, Synergy_Loewe=-2.71, Synergy_HSA=-1.22. (3) Synergy scores: CSS=44.2, Synergy_ZIP=2.64, Synergy_Bliss=1.26, Synergy_Loewe=-32.2, Synergy_HSA=0.818. Cell line: HT29. Drug 1: CCCS(=O)(=O)NC1=C(C(=C(C=C1)F)C(=O)C2=CNC3=C2C=C(C=N3)C4=CC=C(C=C4)Cl)F. Drug 2: COC1=NC(=NC2=C1N=CN2C3C(C(C(O3)CO)O)O)N.